Predict the reaction yield, written as a fraction of the theoretical maximum amount of product (1.0 means a 100% yield; for example, 0.34 means a 34% yield). From a dataset of Reaction yield outcomes from USPTO patents with 853,638 reactions. (1) The reactants are [C:1]([C:3]1[CH:8]=[CH:7][CH:6]=[CH:5][C:4]=1[C:9]1[CH:14]=[CH:13][C:12]([CH2:15][C:16]2[C:17](=[O:42])[N:18]([C@H:28]3[CH2:33][CH2:32][C@H:31]([O:34][CH2:35][C:36](N(OC)C)=[O:37])[CH2:30][CH2:29]3)[C:19]3[N:20]([N:25]=[CH:26][N:27]=3)[C:21]=2[CH2:22][CH2:23][CH3:24])=[CH:11][CH:10]=1)#[N:2].[CH3:43][Mg]Br.Cl. The catalyst is O1CCCC1. The product is [O:42]=[C:17]1[C:16]([CH2:15][C:12]2[CH:11]=[CH:10][C:9]([C:4]3[C:3]([C:1]#[N:2])=[CH:8][CH:7]=[CH:6][CH:5]=3)=[CH:14][CH:13]=2)=[C:21]([CH2:22][CH2:23][CH3:24])[N:20]2[N:25]=[CH:26][N:27]=[C:19]2[N:18]1[C@H:28]1[CH2:33][CH2:32][C@H:31]([O:34][CH2:35][C:36](=[O:37])[CH3:43])[CH2:30][CH2:29]1. The yield is 0.690. (2) The reactants are [CH:1]1[C:10]2[C:5](=[CH:6][CH:7]=[CH:8][CH:9]=2)[CH:4]=[C:3]([C:11]([NH:13][C:14]2[NH:15][C:16]3[C:22]([C:23](O)=[O:24])=[CH:21][CH:20]=[CH:19][C:17]=3[N:18]=2)=[O:12])[N:2]=1.CN(C(ON1N=NC2C=CC=CC1=2)=[N+](C)C)C.F[P-](F)(F)(F)(F)F.CCN(C(C)C)C(C)C.[C:59]([O:63][C:64]([N:66]1[CH2:71][CH2:70][C:69]2[N:72]=[C:73]([NH2:75])[S:74][C:68]=2[CH2:67]1)=[O:65])([CH3:62])([CH3:61])[CH3:60]. The catalyst is CN(C=O)C. The product is [C:59]([O:63][C:64]([N:66]1[CH2:71][CH2:70][C:69]2[N:72]=[C:73]([NH:75][C:23]([C:22]3[C:16]4[NH:15][C:14]([NH:13][C:11]([C:3]5[N:2]=[CH:1][C:10]6[C:5]([CH:4]=5)=[CH:6][CH:7]=[CH:8][CH:9]=6)=[O:12])=[N:18][C:17]=4[CH:19]=[CH:20][CH:21]=3)=[O:24])[S:74][C:68]=2[CH2:67]1)=[O:65])([CH3:62])([CH3:60])[CH3:61]. The yield is 0.550. (3) The reactants are [CH2:1]([C:3]1[CH:8]=[C:7]([O:9][CH3:10])[CH:6]=[CH:5][C:4]=1[N:11]=[C:12]=[S:13])[CH3:2].O.[NH2:15][NH2:16]. The catalyst is C(O)C. The product is [CH2:1]([C:3]1[CH:8]=[C:7]([O:9][CH3:10])[CH:6]=[CH:5][C:4]=1[NH:11][C:12]([NH:15][NH2:16])=[S:13])[CH3:2]. The yield is 0.860. (4) The reactants are Cl.[F:2][C:3]([F:19])([F:18])[C:4]1[CH:9]=[CH:8][C:7]([N:10]2[CH2:15][CH2:14][O:13][CH:12]([CH2:16][NH2:17])[CH2:11]2)=[CH:6][CH:5]=1.[F:20][C:21]1[CH:26]=[CH:25][C:24]([S:27]([N:30]([CH:35]([CH3:37])[CH3:36])[CH2:31][C:32](O)=[O:33])(=[O:29])=[O:28])=[CH:23][CH:22]=1.CN([P+](ON1N=NC2C=CC=CC1=2)(N(C)C)N(C)C)C.F[P-](F)(F)(F)(F)F. The catalyst is ClCCl. The product is [F:20][C:21]1[CH:22]=[CH:23][C:24]([S:27]([N:30]([CH:35]([CH3:37])[CH3:36])[CH2:31][C:32]([NH:17][CH2:16][CH:12]2[O:13][CH2:14][CH2:15][N:10]([C:7]3[CH:6]=[CH:5][C:4]([C:3]([F:2])([F:18])[F:19])=[CH:9][CH:8]=3)[CH2:11]2)=[O:33])(=[O:28])=[O:29])=[CH:25][CH:26]=1. The yield is 0.740. (5) The reactants are [F:1][C:2]([F:13])([F:12])[CH:3]([OH:11])[CH2:4][N:5]1[CH2:10][CH2:9][O:8][CH2:7][CH2:6]1.[Cl:14][C:15]1[CH:20]=[CH:19][C:18]([N:21]=[C:22]=[O:23])=[CH:17][CH:16]=1. No catalyst specified. The product is [F:13][C:2]([F:1])([F:12])[CH:3]([O:11][C:22](=[O:23])[NH:21][C:18]1[CH:19]=[CH:20][C:15]([Cl:14])=[CH:16][CH:17]=1)[CH2:4][N:5]1[CH2:6][CH2:7][O:8][CH2:9][CH2:10]1. The yield is 0.590. (6) The reactants are [CH3:1][C:2]1[CH:11]=[CH:10][C:9]2[C:4](=[CH:5][CH:6]=[CH:7][C:8]=2[N:12]2[CH2:17][CH2:16][NH:15][CH2:14][CH2:13]2)[N:3]=1.[Cl:18][CH2:19][CH2:20][C:21]1[CH:22]=[C:23]([F:32])[C:24]2[O:29][CH2:28][C:27](=[O:30])[NH:26][C:25]=2[CH:31]=1. No catalyst specified. The product is [ClH:18].[F:32][C:23]1[C:24]2[O:29][CH2:28][C:27](=[O:30])[NH:26][C:25]=2[CH:31]=[C:21]([CH2:20][CH2:19][N:15]2[CH2:16][CH2:17][N:12]([C:8]3[CH:7]=[CH:6][CH:5]=[C:4]4[C:9]=3[CH:10]=[CH:11][C:2]([CH3:1])=[N:3]4)[CH2:13][CH2:14]2)[CH:22]=1. The yield is 0.240. (7) The reactants are [CH3:1][O:2][C:3]1[CH:12]=[C:11]2[C:6]([N:7]=[CH:8][C:9](=[O:13])[NH:10]2)=[CH:5][CH:4]=1.CS(O[CH2:19][CH2:20][N:21]1[CH2:26][CH2:25][C@@H:24]([NH:27][C:28]([O:30][C:31]([CH3:34])([CH3:33])[CH3:32])=[O:29])[C@H:23]([O:35][CH3:36])[CH2:22]1)(=O)=O.[H-].[Na+]. No catalyst specified. The product is [CH3:36][O:35][C@H:23]1[C@H:24]([NH:27][C:28](=[O:29])[O:30][C:31]([CH3:32])([CH3:34])[CH3:33])[CH2:25][CH2:26][N:21]([CH2:20][CH2:19][N:10]2[C:11]3[C:6](=[CH:5][CH:4]=[C:3]([O:2][CH3:1])[CH:12]=3)[N:7]=[CH:8][C:9]2=[O:13])[CH2:22]1. The yield is 0.450. (8) The product is [CH:1]([C:4]1[CH:31]=[CH:30][C:7]([NH:8][C:9]2[CH:10]=[CH:11][C:12]([O:29][S:32]([C:35]3[CH:41]=[CH:40][C:38]([CH3:39])=[CH:37][CH:36]=3)(=[O:34])=[O:33])=[C:13]3[C:22]=2[C:21](=[O:23])[C:20]2[C:19]([O:24][S:32]([C:35]4[CH:41]=[CH:40][C:38]([CH3:39])=[CH:37][CH:36]=4)(=[O:34])=[O:33])=[CH:18][CH:17]=[C:16]([N+:25]([O-:27])=[O:26])[C:15]=2[C:14]3=[O:28])=[CH:6][CH:5]=1)([CH3:3])[CH3:2]. The catalyst is ClCCl. The reactants are [CH:1]([C:4]1[CH:31]=[CH:30][C:7]([NH:8][C:9]2[CH:10]=[CH:11][C:12]([OH:29])=[C:13]3[C:22]=2[C:21](=[O:23])[C:20]2[C:19]([OH:24])=[CH:18][CH:17]=[C:16]([N+:25]([O-:27])=[O:26])[C:15]=2[C:14]3=[O:28])=[CH:6][CH:5]=1)([CH3:3])[CH3:2].[S:32](Cl)([C:35]1[CH:41]=[CH:40][C:38]([CH3:39])=[CH:37][CH:36]=1)(=[O:34])=[O:33].CN(C)C. The yield is 0.940. (9) The reactants are Br[CH2:2][C:3]1[C:12]2[C:7](=[CH:8][CH:9]=[CH:10][CH:11]=2)[C:6]([C:13]([NH:15][C:16]2[C:17]([C:24]([NH:26][CH2:27][CH:28]3[CH2:33][CH2:32][O:31][CH2:30][CH2:29]3)=[O:25])=[N:18][C:19]([O:22][CH3:23])=[CH:20][CH:21]=2)=[O:14])=[CH:5][CH:4]=1.[H-].[Na+].[NH:36]1[CH2:41][CH2:40][O:39][CH2:38][CH2:37]1. The catalyst is C(#N)C.O.C(Cl)Cl. The product is [CH3:23][O:22][C:19]1[N:18]=[C:17]([C:24]([NH:26][CH2:27][CH:28]2[CH2:33][CH2:32][O:31][CH2:30][CH2:29]2)=[O:25])[C:16]([NH:15][C:13]([C:6]2[C:7]3[C:12](=[CH:11][CH:10]=[CH:9][CH:8]=3)[C:3]([CH2:2][N:36]3[CH2:41][CH2:40][O:39][CH2:38][CH2:37]3)=[CH:4][CH:5]=2)=[O:14])=[CH:21][CH:20]=1. The yield is 0.890. (10) The reactants are [F:1][C:2]1[CH:3]=[C:4]([C:9]2[CH:18]=[N:17][C:16]3[C:15]([C:19](O)=[O:20])=[C:14]([OH:22])[C:13](C4C=CC(F)=C(F)C=4)=[CH:12][C:11]=3[N:10]=2)[CH:5]=[CH:6][C:7]=1[F:8].[Br:31]C1C(O)=C(C(O)=O)C2N=CC(C3C=CC(F)=C(F)C=3)=NC=2C=1.Cl.C([NH:57][CH2:58][C:59]([OH:61])=[O:60])C.C(N([CH2:67][CH3:68])CC)C.C1CN([P+](ON2N=NC3C=CC=CC2=3)(N2CCCC2)N2CCCC2)CC1.F[P-](F)(F)(F)(F)F. The catalyst is CN(C)C=O. The product is [Br:31][C:13]1[CH:12]=[C:11]2[C:16]([N:17]=[CH:18][C:9]([C:4]3[CH:5]=[CH:6][C:7]([F:8])=[C:2]([F:1])[CH:3]=3)=[N:10]2)=[C:15]([C:19]([NH:57][CH2:58][C:59]([O:61][CH2:67][CH3:68])=[O:60])=[O:20])[C:14]=1[OH:22]. The yield is 0.0947.